This data is from Forward reaction prediction with 1.9M reactions from USPTO patents (1976-2016). The task is: Predict the product of the given reaction. (1) Given the reactants [F:1][C:2]([F:18])([F:17])[CH:3]1[CH2:8][CH2:7][C:6]([C:9]2[N:14]=[CH:13][N:12]=[C:11]([CH2:15]O)[CH:10]=2)=[CH:5][CH2:4]1.[C:19]1(=[O:29])[C:27]2[C:22](=[CH:23][CH:24]=[CH:25][CH:26]=2)[C:21](=[O:28])[NH:20]1.CC(OC(/N=N/C(OC(C)C)=O)=O)C.C1C=CC(P(C2C=CC=CC=2)C2C=CC=CC=2)=CC=1, predict the reaction product. The product is: [F:1][C:2]([F:18])([F:17])[CH:3]1[CH2:8][CH2:7][C:6]([C:9]2[N:14]=[CH:13][N:12]=[C:11]([CH2:15][N:20]3[C:21](=[O:28])[C:22]4[C:27](=[CH:26][CH:25]=[CH:24][CH:23]=4)[C:19]3=[O:29])[CH:10]=2)=[CH:5][CH2:4]1. (2) The product is: [CH2:42]([O:41][C:37]([O:38][CH2:39][O:19][C:18](=[O:20])[C@H:17]([OH:21])[CH2:16][C@H:15]([NH:22][C:23]([C:25]1[NH:29][C:28](=[O:30])[N:27]([C:31]2[CH:36]=[CH:35][CH:34]=[CH:33][CH:32]=2)[N:26]=1)=[O:24])[CH2:14][C:11]1[CH:10]=[CH:9][C:8]([C:4]2[CH:5]=[CH:6][CH:7]=[C:2]([Cl:1])[CH:3]=2)=[CH:13][CH:12]=1)=[O:44])[CH3:43]. Given the reactants [Cl:1][C:2]1[CH:3]=[C:4]([C:8]2[CH:13]=[CH:12][C:11]([CH2:14][C@@H:15]([NH:22][C:23]([C:25]3[NH:29][C:28](=[O:30])[N:27]([C:31]4[CH:36]=[CH:35][CH:34]=[CH:33][CH:32]=4)[N:26]=3)=[O:24])[CH2:16][C@@H:17]([OH:21])[C:18]([OH:20])=[O:19])=[CH:10][CH:9]=2)[CH:5]=[CH:6][CH:7]=1.[C:37](=[O:44])([O:41][CH2:42][CH3:43])[O:38][CH2:39]Cl.N1C(C)=CC=CC=1C.[Na+].[I-], predict the reaction product. (3) Given the reactants [Br:1][C:2]1[CH:3]=[C:4]([NH2:8])[CH:5]=[N:6][CH:7]=1.[CH3:9][C:10]1[CH:11]=[C:12]([CH:15]=[CH:16][CH:17]=1)[CH:13]=O.[Si]([C:22]#[N:23])(C)(C)C, predict the reaction product. The product is: [Br:1][C:2]1[CH:3]=[C:4]([NH:8][CH:13]([C:12]2[CH:11]=[C:10]([CH3:9])[CH:17]=[CH:16][CH:15]=2)[C:22]#[N:23])[CH:5]=[N:6][CH:7]=1.